From a dataset of Forward reaction prediction with 1.9M reactions from USPTO patents (1976-2016). Predict the product of the given reaction. (1) Given the reactants [NH2:1][NH:2][C:3]([C:5]1[C:14]2[C:9](=[CH:10][CH:11]=[CH:12][CH:13]=2)[CH:8]=[CH:7][N:6]=1)=[NH:4].[C:15]1([CH:25]=O)[C:24]2[C:19](=[CH:20][CH:21]=[CH:22][CH:23]=2)[CH:18]=[CH:17][CH:16]=1, predict the reaction product. The product is: [C:15]1([C:25]2[NH:1][N:2]=[C:3]([C:5]3[C:14]4[C:9](=[CH:10][CH:11]=[CH:12][CH:13]=4)[CH:8]=[CH:7][N:6]=3)[N:4]=2)[C:24]2[C:19](=[CH:20][CH:21]=[CH:22][CH:23]=2)[CH:18]=[CH:17][CH:16]=1. (2) Given the reactants Cl[C:2]1[C:11]2[C:6](=[C:7]([I:13])[C:8]([CH3:12])=[CH:9][CH:10]=2)[CH:5]=[CH:4][N:3]=1.[F:14][C:15]([F:24])([F:23])[C:16]1[CH:17]=[C:18]([CH:20]=[CH:21][CH:22]=1)[NH2:19], predict the reaction product. The product is: [I:13][C:7]1[C:8]([CH3:12])=[CH:9][CH:10]=[C:11]2[C:6]=1[CH:5]=[CH:4][N:3]=[C:2]2[NH:19][C:18]1[CH:20]=[CH:21][CH:22]=[C:16]([C:15]([F:14])([F:23])[F:24])[CH:17]=1. (3) Given the reactants [CH3:1][O:2][CH2:3][CH2:4][N:5]1[CH2:10][CH2:9][NH:8][CH2:7][CH2:6]1.Br[C:12]1[CH:13]=[C:14]2[C:19](=[CH:20][CH:21]=1)[N:18]=[CH:17][N:16]([C:22]1[CH:23]=[C:24]([CH:29]=[CH:30][C:31]=1[CH3:32])[C:25]([O:27][CH3:28])=[O:26])[C:15]2=[O:33], predict the reaction product. The product is: [CH3:32][C:31]1[CH:30]=[CH:29][C:24]([C:25]([O:27][CH3:28])=[O:26])=[CH:23][C:22]=1[N:16]1[C:15](=[O:33])[C:14]2[C:19](=[CH:20][CH:21]=[C:12]([N:8]3[CH2:9][CH2:10][N:5]([CH2:4][CH2:3][O:2][CH3:1])[CH2:6][CH2:7]3)[CH:13]=2)[N:18]=[CH:17]1.